From a dataset of Forward reaction prediction with 1.9M reactions from USPTO patents (1976-2016). Predict the product of the given reaction. (1) Given the reactants C1N=CN([C:6](N2C=NC=C2)=[O:7])C=1.C([NH:20][C:21]1[C:26]([NH2:27])=[C:25]([NH:28][CH2:29][C:30]2[CH:35]=[CH:34][CH:33]=[CH:32][CH:31]=2)[CH:24]=[C:23]([C:36]2[N:37]([CH3:41])[CH:38]=[CH:39][N:40]=2)[N:22]=1)C1C=CC=CC=1, predict the reaction product. The product is: [NH2:20][C:21]1[C:26]2[NH:27][C:6](=[O:7])[N:28]([CH2:29][C:30]3[CH:31]=[CH:32][CH:33]=[CH:34][CH:35]=3)[C:25]=2[CH:24]=[C:23]([C:36]2[N:37]([CH3:41])[CH:38]=[CH:39][N:40]=2)[N:22]=1. (2) Given the reactants [CH3:1][C:2]1[C:3]([NH:13][C:14]2[CH:19]=[CH:18][C:17]([OH:20])=[CH:16][CH:15]=2)=[N:4][N:5]([C:7]2[CH:12]=[CH:11][CH:10]=[CH:9][CH:8]=2)[CH:6]=1.Cl[C:22]1[C:27]([C:28]2[CH:33]=[CH:32][N:31]=[C:30]([NH2:34])[N:29]=2)=[CH:26][CH:25]=[CH:24][N:23]=1.C(=O)([O-])[O-].[Cs+].[Cs+], predict the reaction product. The product is: [CH3:1][C:2]1[C:3]([NH:13][C:14]2[CH:15]=[CH:16][C:17]([O:20][C:22]3[C:27]([C:28]4[CH:33]=[CH:32][N:31]=[C:30]([NH2:34])[N:29]=4)=[CH:26][CH:25]=[CH:24][N:23]=3)=[CH:18][CH:19]=2)=[N:4][N:5]([C:7]2[CH:8]=[CH:9][CH:10]=[CH:11][CH:12]=2)[CH:6]=1. (3) Given the reactants [CH3:1][C:2]1[O:6][N:5]=[C:4]([C:7]2[CH:12]=[CH:11][CH:10]=[CH:9][N:8]=2)[C:3]=1[CH2:13][CH2:14][C:15]1[S:16][C:17]([C:20]([OH:22])=O)=[CH:18][N:19]=1.[CH:23]1([NH2:26])[CH2:25][CH2:24]1, predict the reaction product. The product is: [CH:23]1([NH:26][C:20]([C:17]2[S:16][C:15]([CH2:14][CH2:13][C:3]3[C:4]([C:7]4[CH:12]=[CH:11][CH:10]=[CH:9][N:8]=4)=[N:5][O:6][C:2]=3[CH3:1])=[N:19][CH:18]=2)=[O:22])[CH2:25][CH2:24]1. (4) Given the reactants [N:1]1([C:7]2[N:12]=[C:11]([N:13]3[CH2:18][CH2:17][O:16][CH2:15][CH2:14]3)[N:10]=[C:9]([C:19]3[CH:25]=[CH:24][C:22]([NH2:23])=[CH:21][CH:20]=3)[N:8]=2)[CH2:6][CH2:5][O:4][CH2:3][CH2:2]1.[Cl:26][C:27]1[CH:32]=[CH:31][C:30]([N:33]=[C:34]=[O:35])=[CH:29][CH:28]=1, predict the reaction product. The product is: [Cl:26][C:27]1[CH:32]=[CH:31][C:30]([NH:33][C:34]([NH:23][C:22]2[CH:24]=[CH:25][C:19]([C:9]3[N:8]=[C:7]([N:1]4[CH2:2][CH2:3][O:4][CH2:5][CH2:6]4)[N:12]=[C:11]([N:13]4[CH2:18][CH2:17][O:16][CH2:15][CH2:14]4)[N:10]=3)=[CH:20][CH:21]=2)=[O:35])=[CH:29][CH:28]=1. (5) Given the reactants [Si]([O:8][CH:9]([C:13]1[S:14][C:15]([C:18]2[N:23]=[C:22]([NH:24][C:25]3[CH:29]=[C:28]([CH:30]4[CH2:32][CH2:31]4)[NH:27][N:26]=3)[C:21]([Cl:33])=[CH:20][N:19]=2)=[CH:16][CH:17]=1)[C:10]([OH:12])=[O:11])(C(C)(C)C)(C)C.CCN(CC)CC, predict the reaction product. The product is: [Cl:33][C:21]1[C:22]([NH:24][C:25]2[CH:29]=[C:28]([CH:30]3[CH2:32][CH2:31]3)[NH:27][N:26]=2)=[N:23][C:18]([C:15]2[S:14][C:13]([CH:9]([OH:8])[C:10]([OH:12])=[O:11])=[CH:17][CH:16]=2)=[N:19][CH:20]=1. (6) Given the reactants Cl[C:2]1[C:3]([NH2:9])=[N:4][CH:5]=[N:6][C:7]=1Cl.[NH2:10][C:11]1[CH:12]=[C:13]([OH:17])[CH:14]=[CH:15][CH:16]=1.[CH3:18][O:19][C:20]1[CH:21]=[C:22]([CH:38]=[CH:39][CH:40]=1)[CH2:23][N:24]1[CH:28]=[C:27](B2OC(C)(C)C(C)(C)O2)[CH:26]=[N:25]1.[C:41](Cl)(=[O:44])[CH:42]=[CH2:43], predict the reaction product. The product is: [NH2:9][C:3]1[N:4]=[CH:5][N:6]=[C:7]([O:17][C:13]2[CH:12]=[C:11]([NH:10][C:41](=[O:44])[CH:42]=[CH2:43])[CH:16]=[CH:15][CH:14]=2)[C:2]=1[C:27]1[CH:26]=[N:25][N:24]([CH2:23][C:22]2[CH:38]=[CH:39][CH:40]=[C:20]([O:19][CH3:18])[CH:21]=2)[CH:28]=1. (7) Given the reactants [CH2:1]([C:3]1([O:35][C:36](=[O:45])[O:37][CH2:38][C:39]2[CH:44]=[CH:43][CH:42]=[CH:41][CH:40]=2)[C:8]2[CH:9]=[C:10]3[N:18]([C:19](=[O:20])[C:7]=2[CH2:6][O:5][C:4]1=[O:34])[CH2:17][C:16]1[C:15]([CH2:21][CH2:22][Si:23]([CH2:26][CH2:27][CH2:28][OH:29])([CH3:25])[CH3:24])=[C:14]2[CH:30]=[CH:31][CH:32]=[CH:33][C:13]2=[N:12][C:11]3=1)[CH3:2].[C:46](Cl)(=[O:53])[C:47]1[CH:52]=[CH:51][CH:50]=[CH:49][CH:48]=1, predict the reaction product. The product is: [CH2:38]([O:37][C:36]([O:35][C:3]1([CH2:1][CH3:2])[C:8]2[CH:9]=[C:10]3[N:18]([C:19](=[O:20])[C:7]=2[CH2:6][O:5][C:4]1=[O:34])[CH2:17][C:16]1[C:15]([CH2:21][CH2:22][Si:23]([CH3:25])([CH3:24])[CH2:26][CH2:27][CH2:28][O:29][C:46](=[O:53])[C:47]2[CH:52]=[CH:51][CH:50]=[CH:49][CH:48]=2)=[C:14]2[CH:30]=[CH:31][CH:32]=[CH:33][C:13]2=[N:12][C:11]3=1)=[O:45])[C:39]1[CH:40]=[CH:41][CH:42]=[CH:43][CH:44]=1. (8) Given the reactants [CH3:1][O:2][C:3]1[CH:8]=[CH:7][CH:6]=[CH:5][C:4]=1[C:9]1[CH:10]=[C:11]([CH:14]=[C:15]2[O:19][CH2:18][O:17][C:16]=12)C=O.ClC1C=CC=C(C(OO)=[O:28])C=1, predict the reaction product. The product is: [CH3:1][O:2][C:3]1[CH:8]=[CH:7][CH:6]=[CH:5][C:4]=1[C:9]1[CH:10]=[C:11]([OH:28])[CH:14]=[C:15]2[O:19][CH2:18][O:17][C:16]=12.